From a dataset of Retrosynthesis with 50K atom-mapped reactions and 10 reaction types from USPTO. Predict the reactants needed to synthesize the given product. (1) Given the product Cn1cc(-c2ccc(OCc3ccc(F)cc3)c(C(=O)Nc3cccnc3)c2)cn1, predict the reactants needed to synthesize it. The reactants are: Cn1cc(B2OC(C)(C)C(C)(C)O2)cn1.O=C(Nc1cccnc1)c1cc(Br)ccc1OCc1ccc(F)cc1. (2) Given the product Cc1occc1NC(=O)N1CCC(CCOc2ccc3cc2CCc2cncc(c2)Nc2ncc(Cl)c(n2)N3)CC1, predict the reactants needed to synthesize it. The reactants are: Cc1occc1N=C=O.Clc1cnc2nc1Nc1ccc(OCCC3CCNCC3)c(c1)CCc1cncc(c1)N2. (3) Given the product Cn1cccc1C(=O)Nc1ccccc1/C=C/c1n[nH]c2ccccc12, predict the reactants needed to synthesize it. The reactants are: Cn1cccc1C(=O)O.Nc1ccccc1/C=C/c1n[nH]c2ccccc12. (4) Given the product COc1cc(C(=O)NC2COC2)ccc1N, predict the reactants needed to synthesize it. The reactants are: COc1cc(C(=O)O)ccc1N.NC1COC1. (5) Given the product Nc1ccc2c(c1)OCC2, predict the reactants needed to synthesize it. The reactants are: O=[N+]([O-])c1ccc2c(c1)OCC2.